From a dataset of Catalyst prediction with 721,799 reactions and 888 catalyst types from USPTO. Predict which catalyst facilitates the given reaction. (1) Reactant: Cl.Cl.[CH3:3][C:4]1[N:8]([CH:9]2[CH2:15][CH:14]3[N:16]([CH2:17][CH2:18][C:19]4([C:25]5[CH:30]=[CH:29][CH:28]=[CH:27][C:26]=5[CH3:31])[CH2:24][CH2:23][NH:22][CH2:21][CH2:20]4)[CH:11]([CH2:12][CH2:13]3)[CH2:10]2)[C:7]2[CH:32]=[CH:33][CH:34]=[CH:35][C:6]=2[N:5]=1.[C:36]([O:47][CH3:48])(=[O:46])[C:37]1[CH:45]=[CH:44][CH:43]=[C:39]([C:40]([O-])=[O:41])[CH:38]=1.C(N(CC)CC)C.F[P-](F)(F)(F)(F)F.N1(OC(N(C)C)=[N+](C)C)C2N=CC=CC=2N=N1. Product: [CH3:3][C:4]1[N:8]([CH:9]2[CH2:15][C@H:14]3[N:16]([CH2:17][CH2:18][C:19]4([C:25]5[CH:30]=[CH:29][CH:28]=[CH:27][C:26]=5[CH3:31])[CH2:20][CH2:21][N:22]([C:40]([C:39]5[CH:38]=[C:37]([CH:45]=[CH:44][CH:43]=5)[C:36]([O:47][CH3:48])=[O:46])=[O:41])[CH2:23][CH2:24]4)[C@H:11]([CH2:12][CH2:13]3)[CH2:10]2)[C:7]2[CH:32]=[CH:33][CH:34]=[CH:35][C:6]=2[N:5]=1. The catalyst class is: 35. (2) Reactant: [Br:1][C:2]1[CH:3]=[C:4]2[NH:11][C:10](=[O:12])[N:9]([C:13]([O:15][C:16]([CH3:19])([CH3:18])[CH3:17])=[O:14])[C:5]2=[N:6][C:7]=1[CH3:8].[H-].[Na+].Br[CH2:23][CH2:24][OH:25]. Product: [Br:1][C:2]1[CH:3]=[C:4]2[N:11]([CH2:23][CH2:24][OH:25])[C:10](=[O:12])[N:9]([C:13]([O:15][C:16]([CH3:19])([CH3:18])[CH3:17])=[O:14])[C:5]2=[N:6][C:7]=1[CH3:8]. The catalyst class is: 3. (3) Reactant: [Cl:1][C:2]1[CH:3]=[C:4]([CH:7]=[C:8]([O:10][C:11]2[C:19]3[N:18]=[N:17][N:16](CC4C=CC(OC)=CC=4)[C:15]=3[CH:14]=[CH:13][C:12]=2[Cl:29])[CH:9]=1)[C:5]#[N:6]. Product: [Cl:1][C:2]1[CH:3]=[C:4]([CH:7]=[C:8]([O:10][C:11]2[C:19]3[N:18]=[N:17][NH:16][C:15]=3[CH:14]=[CH:13][C:12]=2[Cl:29])[CH:9]=1)[C:5]#[N:6]. The catalyst class is: 67. (4) Reactant: [N:1]1[CH:6]=[CH:5][CH:4]=[CH:3][C:2]=1[CH2:7][C:8]([O:10][CH2:11]C)=[O:9].CO[CH:15](OC)[N:16]([CH3:18])[CH3:17].[NH4+].[Cl-]. Product: [CH3:15][N:16]([CH3:18])[CH:17]=[C:7]([C:2]1[CH:3]=[CH:4][CH:5]=[CH:6][N:1]=1)[C:8]([O:10][CH3:11])=[O:9]. The catalyst class is: 25. (5) Reactant: [Br-:1].[NH2:2][C:3]1[C:4]([C:11]([NH:13][CH2:14][CH2:15][N+:16]([CH2:19][CH2:20][N:21]2C(=O)C3C(=CC=CC=3)C2=O)([CH3:18])[CH3:17])=[O:12])=[N:5][C:6]([Cl:10])=[C:7]([NH2:9])[N:8]=1.O.NN. Product: [Br-:1].[NH2:21][CH2:20][CH2:19][N+:16]([CH2:15][CH2:14][NH:13][C:11]([C:4]1[C:3]([NH2:2])=[N:8][C:7]([NH2:9])=[C:6]([Cl:10])[N:5]=1)=[O:12])([CH3:17])[CH3:18]. The catalyst class is: 14. (6) Reactant: [ClH:1].Cl.[CH:3]1([NH:7][C:8]([C:10]2[CH:15]=[CH:14][CH:13]=[C:12]([C:16]3[C:24]4[C:19](=[CH:20][CH:21]=[C:22]([CH:25]=[N:26]OCC)[CH:23]=4)[NH:18][N:17]=3)[CH:11]=2)=[O:9])[CH2:6][CH2:5][CH2:4]1.[NH2:30][NH:31][C:32](=O)[CH2:33][N:34]([CH3:36])[CH3:35].C[O-].[Na+]. Product: [ClH:1].[ClH:1].[CH3:35][N:34]([CH2:33][C:32]1[N:26]=[C:25]([C:22]2[CH:23]=[C:24]3[C:19](=[CH:20][CH:21]=2)[NH:18][N:17]=[C:16]3[C:12]2[CH:11]=[C:10]([C:8]([NH:7][CH:3]3[CH2:6][CH2:5][CH2:4]3)=[O:9])[CH:15]=[CH:14][CH:13]=2)[NH:30][N:31]=1)[CH3:36]. The catalyst class is: 5.